Dataset: Catalyst prediction with 721,799 reactions and 888 catalyst types from USPTO. Task: Predict which catalyst facilitates the given reaction. (1) Reactant: [C:1]([O:4][C:5]1[CH:6]=[C:7]2[C:12](=[CH:13][CH:14]=1)[N:11]=[CH:10][N:9]=[C:8]2Cl)(=[O:3])[CH3:2].[Cl:16][C:17]1[CH:18]=[C:19]([NH2:24])[CH:20]=[CH:21][C:22]=1[F:23]. Product: [C:1]([O:4][C:5]1[CH:6]=[C:7]2[C:12](=[CH:13][CH:14]=1)[N:11]=[CH:10][N:9]=[C:8]2[NH:24][C:19]1[CH:20]=[CH:21][C:22]([F:23])=[C:17]([Cl:16])[CH:18]=1)(=[O:3])[CH3:2]. The catalyst class is: 32. (2) Reactant: [NH2:1][C:2]1[C:11]([Cl:12])=[C:10](F)[C:9]([O:14][CH3:15])=[C:8]2[C:3]=1[C:4](=[O:22])[C:5]([C:19]([OH:21])=[O:20])=[CH:6][N:7]2[CH:16]1[CH2:18][CH2:17]1.[N:23]1[CH:28]=[CH:27][CH:26]=[CH:25][C:24]=1[NH:29][CH2:30][CH2:31][NH2:32].C(N(CC)CC)C.CC(O)=O. Product: [NH2:1][C:2]1[C:11]([Cl:12])=[C:10]([NH:32][CH2:31][CH2:30][NH:29][C:24]2[CH:25]=[CH:26][CH:27]=[CH:28][N:23]=2)[C:9]([O:14][CH3:15])=[C:8]2[C:3]=1[C:4](=[O:22])[C:5]([C:19]([OH:21])=[O:20])=[CH:6][N:7]2[CH:16]1[CH2:18][CH2:17]1. The catalyst class is: 16. (3) The catalyst class is: 6. Product: [NH2:3][C:4]1[N:9]=[C:8]([NH:10][C@@H:11]([CH2:15][CH2:16][CH3:17])[CH2:12][CH2:13][OH:14])[C:7]([CH2:18][C:19]2[CH:20]=[C:21]([CH2:26][C:27]([O:35][CH3:31])=[O:1])[CH:22]=[CH:23][C:24]=2[F:25])=[C:6]([CH3:29])[N:5]=1. Reactant: [OH-:1].[K+].[NH2:3][C:4]1[N:9]=[C:8]([NH:10][C@@H:11]([CH2:15][CH2:16][CH3:17])[CH2:12][CH2:13][OH:14])[C:7]([CH2:18][C:19]2[CH:20]=[C:21]([CH2:26][C:27]#N)[CH:22]=[CH:23][C:24]=2[F:25])=[C:6]([CH3:29])[N:5]=1.Cl.[CH2:31]([OH:35])CCC. (4) Reactant: C(/C(=C/CC)/C=C/C(O)C)(C)(C)C.[C:14](/[C:18](=[CH:24]/[CH:25]([CH3:28])[CH2:26][CH3:27])/[C:19]#[C:20][C:21](=[O:23])[CH3:22])([CH3:17])([CH3:16])[CH3:15].[H-].[Al+3].[Li+].[H-].[H-].[H-]. Product: [C:14](/[C:18](=[CH:24]/[CH:25]([CH3:28])[CH2:26][CH3:27])/[CH:19]=[CH:20]/[CH:21]([OH:23])[CH3:22])([CH3:15])([CH3:17])[CH3:16]. The catalyst class is: 7. (5) Reactant: [CH3:1][C:2]1[C:6]([C:7]#[N:8])=[CH:5][NH:4][N:3]=1.C1C(=O)N([I:16])C(=O)C1. Product: [I:16][C:5]1[NH:4][N:3]=[C:2]([CH3:1])[C:6]=1[C:7]#[N:8]. The catalyst class is: 26.